This data is from Catalyst prediction with 721,799 reactions and 888 catalyst types from USPTO. The task is: Predict which catalyst facilitates the given reaction. (1) Reactant: Cl[C:2]1[C:12]([C:13]#[N:14])=[CH:11][C:5]([C:6]([O:8][CH2:9][CH3:10])=[O:7])=[C:4]([CH2:15][CH3:16])[N:3]=1.[NH:17]1[CH2:22][CH2:21][CH:20]([C:23]([OH:25])=[O:24])[CH2:19][CH2:18]1. Product: [C:13]([C:12]1[C:2]([N:17]2[CH2:22][CH2:21][CH:20]([C:23]([OH:25])=[O:24])[CH2:19][CH2:18]2)=[N:3][C:4]([CH2:15][CH3:16])=[C:5]([C:6]([O:8][CH2:9][CH3:10])=[O:7])[CH:11]=1)#[N:14]. The catalyst class is: 14. (2) Reactant: [C:1]([C:5]1[CH:6]=[C:7]([NH:11][C:12]([C:14]2([CH3:20])[CH2:19][CH2:18][NH:17][CH2:16][CH2:15]2)=[O:13])[CH:8]=[CH:9][CH:10]=1)([CH3:4])([CH3:3])[CH3:2].Cl[C:22]1[C:23]2[C:30]([CH3:31])=[CH:29][NH:28][C:24]=2[N:25]=[CH:26][N:27]=1.C(N(CC)C(C)C)(C)C. Product: [C:1]([C:5]1[CH:6]=[C:7]([NH:11][C:12]([C:14]2([CH3:20])[CH2:15][CH2:16][N:17]([C:22]3[C:23]4[C:30]([CH3:31])=[CH:29][NH:28][C:24]=4[N:25]=[CH:26][N:27]=3)[CH2:18][CH2:19]2)=[O:13])[CH:8]=[CH:9][CH:10]=1)([CH3:4])([CH3:2])[CH3:3]. The catalyst class is: 32. (3) Reactant: Br[C:2]1[CH:3]=[CH:4][C:5]2[O:9][N:8]=[C:7]([N:10]([C:18]([O:20][C:21]([CH3:24])([CH3:23])[CH3:22])=[O:19])[C:11]([O:13][C:14]([CH3:17])([CH3:16])[CH3:15])=[O:12])[C:6]=2[CH:25]=1.[Cl:26][C:27]1[CH:28]=[CH:29][C:30]([OH:36])=[C:31](B(O)O)[CH:32]=1.C(=O)([O-])[O-].[Na+].[Na+]. Product: [Cl:26][C:27]1[CH:32]=[CH:31][C:30]([OH:36])=[C:29]([C:2]2[CH:3]=[CH:4][C:5]3[O:9][N:8]=[C:7]([N:10]([C:18]([O:20][C:21]([CH3:24])([CH3:23])[CH3:22])=[O:19])[C:11]([O:13][C:14]([CH3:17])([CH3:15])[CH3:16])=[O:12])[C:6]=3[CH:25]=2)[CH:28]=1. The catalyst class is: 564. (4) Reactant: [C:1]1([S:7]([C:10]#[N:11])(=[O:9])=[O:8])[CH:6]=[CH:5][CH:4]=[CH:3][CH:2]=1.[C:12]1([CH3:18])[CH:17]=CC=[CH:14][CH:13]=1. Product: [C:1]1([S:7]([C:10]2[CH:14]=[CH:13][C:12]([CH3:18])=[CH:17][N:11]=2)(=[O:8])=[O:9])[CH:2]=[CH:3][CH:4]=[CH:5][CH:6]=1. The catalyst class is: 51. (5) Reactant: [N:1]1[CH:6]=[CH:5][C:4]([C:7]2[NH:11][C:10]([SH:12])=[N:9][CH:8]=2)=[CH:3][CH:2]=1.[OH:13][C:14]1[C:21]([O:22][CH3:23])=[CH:20][C:17]([CH:18]=O)=[CH:16][C:15]=1[O:24][CH3:25].Cl[CH2:27][C:28](O)=[O:29].C([O-])(=O)C.[Na+]. Product: [OH:13][C:14]1[C:21]([O:22][CH3:23])=[CH:20][C:17](/[CH:18]=[C:27]2/[C:28](=[O:29])[N:9]3[CH:8]=[C:7]([C:4]4[CH:3]=[CH:2][N:1]=[CH:6][CH:5]=4)[N:11]=[C:10]3[S:12]/2)=[CH:16][C:15]=1[O:24][CH3:25]. The catalyst class is: 211. (6) Product: [NH2:1][C:2]1[C:3]([C:7]2[N:8]([C:9]3[CH:14]=[CH:13][C:12]([F:15])=[C:11]([Cl:16])[CH:10]=3)[C:19](=[O:20])[O:18][N:17]=2)=[N:4][O:5][N:6]=1. Reactant: [NH2:1][C:2]1[C:3]([C:7](=[N:17][OH:18])[NH:8][C:9]2[CH:14]=[CH:13][C:12]([F:15])=[C:11]([Cl:16])[CH:10]=2)=[N:4][O:5][N:6]=1.[C:19](N1C=CN=C1)(N1C=CN=C1)=[O:20]. The catalyst class is: 7. (7) Reactant: [C:1](=[O:4])(O)[O-].[Na+].[NH2:6][CH:7]1[CH2:12][CH2:11][N:10]([C:13]2[CH:18]=[CH:17][C:16]([C:19](=[O:21])[CH3:20])=[CH:15][CH:14]=2)[CH2:9][CH2:8]1.ClC(OC1C=CC([N+]([O-])=O)=CC=1)=O.[CH:35]1([N:40]2[CH2:45][CH2:44][NH:43][CH2:42][CH2:41]2)[CH2:39][CH2:38][CH2:37][CH2:36]1.C(=O)(OOC1C=CC([N+]([O-])=O)=CC=1)N. Product: [C:19]([C:16]1[CH:17]=[CH:18][C:13]([N:10]2[CH2:9][CH2:8][CH:7]([NH:6][C:1]([N:43]3[CH2:44][CH2:45][N:40]([CH:35]4[CH2:39][CH2:38][CH2:37][CH2:36]4)[CH2:41][CH2:42]3)=[O:4])[CH2:12][CH2:11]2)=[CH:14][CH:15]=1)(=[O:21])[CH3:20]. The catalyst class is: 10.